From a dataset of Reaction yield outcomes from USPTO patents with 853,638 reactions. Predict the reaction yield, written as a fraction of the theoretical maximum amount of product (1.0 means a 100% yield; for example, 0.34 means a 34% yield). (1) The reactants are Br[C:2]1[CH:7]=[CH:6][C:5]([S:8]([NH2:11])(=[O:10])=[O:9])=[CH:4][C:3]=1[F:12].[C:13]([C:15]1[N:19]([CH3:20])[C:18](B(O)O)=[CH:17][CH:16]=1)#[N:14].[F-].[K+].C(P(C(C)(C)C)C(C)(C)C)(C)(C)C. The catalyst is C1C=CC(/C=C/C(/C=C/C2C=CC=CC=2)=O)=CC=1.C1C=CC(/C=C/C(/C=C/C2C=CC=CC=2)=O)=CC=1.C1C=CC(/C=C/C(/C=C/C2C=CC=CC=2)=O)=CC=1.[Pd].[Pd]. The product is [C:13]([C:15]1[N:19]([CH3:20])[C:18]([C:2]2[CH:7]=[CH:6][C:5]([S:8]([NH2:11])(=[O:10])=[O:9])=[CH:4][C:3]=2[F:12])=[CH:17][CH:16]=1)#[N:14]. The yield is 0.180. (2) The reactants are Cl.[NH2:2][C:3]1[CH:4]=[C:5]([CH2:11][CH2:12][NH:13]C(=O)C)[CH:6]=[CH:7][C:8]=1[O:9][CH3:10].Cl. No catalyst specified. The product is [NH2:13][CH2:12][CH2:11][C:5]1[CH:6]=[CH:7][C:8]([O:9][CH3:10])=[C:3]([NH2:2])[CH:4]=1. The yield is 0.940. (3) The reactants are [F:1][C:2]1[CH:3]=[CH:4][C:5]([CH3:36])=[C:6]([CH:35]=1)[O:7][CH2:8][C:9]1[C:10]([C:23]2[CH:28]=[CH:27][C:26]([O:29]COC)=[CH:25][C:24]=2[O:33][CH3:34])=[CH:11][CH:12]=[C:13]2[C:18]=1[N:17]([CH3:19])[C:16](=[O:20])[C:15]([CH3:22])([CH3:21])[NH:14]2.Cl.O1CCOCC1. The catalyst is O1CCOCC1.CO.C(OCC)(=O)C. The product is [F:1][C:2]1[CH:3]=[CH:4][C:5]([CH3:36])=[C:6]([CH:35]=1)[O:7][CH2:8][C:9]1[C:10]([C:23]2[CH:28]=[CH:27][C:26]([OH:29])=[CH:25][C:24]=2[O:33][CH3:34])=[CH:11][CH:12]=[C:13]2[C:18]=1[N:17]([CH3:19])[C:16](=[O:20])[C:15]([CH3:22])([CH3:21])[NH:14]2. The yield is 0.970. (4) The product is [CH:23]1([CH2:26][O:27][NH:28][C:13](=[O:15])[C@H:12]([N:9]2[C:8](=[O:19])[C:7]3=[CH:20][NH:21][C:5]4[C:6]3=[C:11]([C:2]([F:1])=[CH:3][N:4]=4)[CH2:10]2)[CH:16]([CH3:18])[CH3:17])[CH2:25][CH2:24]1. The catalyst is CN(C)C1C=CN=CC=1.CN(C=O)C. The yield is 0.230. The reactants are [F:1][C:2]1[C:11]2[CH2:10][N:9]([C@H:12]([CH:16]([CH3:18])[CH3:17])[C:13]([OH:15])=O)[C:8](=[O:19])[C:7]3=[CH:20][NH:21][C:5]([C:6]=23)=[N:4][CH:3]=1.Cl.[CH:23]1([CH2:26][O:27][NH2:28])[CH2:25][CH2:24]1.C1C=CC2N(O)N=NC=2C=1.C(Cl)CCl.